The task is: Predict the product of the given reaction.. This data is from Forward reaction prediction with 1.9M reactions from USPTO patents (1976-2016). (1) Given the reactants [C:1]([O:5][C:6](=[O:25])[N:7]([CH2:9][C:10]1[CH:14]=[C:13](Br)[N:12]([S:16]([C:19]2[CH:20]=[N:21][CH:22]=[CH:23][CH:24]=2)(=[O:18])=[O:17])[CH:11]=1)[CH3:8])([CH3:4])([CH3:3])[CH3:2].[CH3:26][C:27]1[C:28](B(O)O)=[CH:29][S:30][CH:31]=1.C(=O)([O-])[O-].[Na+].[Na+], predict the reaction product. The product is: [CH3:8][N:7]([CH2:9][C:10]1[CH:14]=[C:13]([C:28]2[C:27]([CH3:26])=[CH:31][S:30][CH:29]=2)[N:12]([S:16]([C:19]2[CH:20]=[N:21][CH:22]=[CH:23][CH:24]=2)(=[O:18])=[O:17])[CH:11]=1)[C:6](=[O:25])[O:5][C:1]([CH3:4])([CH3:3])[CH3:2]. (2) Given the reactants [CH3:1][O:2][C:3]1[CH:8]=[CH:7][C:6]([CH2:9][C:10]([OH:12])=[O:11])=[CH:5][CH:4]=1.[CH3:13]O, predict the reaction product. The product is: [CH3:1][O:2][C:3]1[CH:4]=[CH:5][C:6]([CH2:9][C:10]([O:12][CH3:13])=[O:11])=[CH:7][CH:8]=1. (3) Given the reactants Br[CH2:2][CH2:3][CH2:4][Si:5]([CH3:35])([CH3:34])[CH2:6][CH2:7][C:8]1[C:20]2[CH2:19][N:18]3[C:13](=[CH:14][C:15]4[C@:25]([CH2:27][CH3:28])([OH:26])[C:24](=[O:29])[O:23][CH2:22][C:16]=4[C:17]3=[O:21])[C:12]=2[N:11]=[C:10]2[CH:30]=[CH:31][CH:32]=[CH:33][C:9]=12.[C:36]1([S:42]([OH:44])=[O:43])[CH:41]=[CH:40][CH:39]=[CH:38][CH:37]=1.[Na], predict the reaction product. The product is: [C:36]1([S:42]([CH2:2][CH2:3][CH2:4][Si:5]([CH3:35])([CH3:34])[CH2:6][CH2:7][C:8]2[C:20]3[CH2:19][N:18]4[C:13](=[CH:14][C:15]5[C@:25]([CH2:27][CH3:28])([OH:26])[C:24](=[O:29])[O:23][CH2:22][C:16]=5[C:17]4=[O:21])[C:12]=3[N:11]=[C:10]3[CH:30]=[CH:31][CH:32]=[CH:33][C:9]=23)(=[O:44])=[O:43])[CH:41]=[CH:40][CH:39]=[CH:38][CH:37]=1. (4) The product is: [CH3:1][O:2][C:3]([C:5]1[CH:10]=[CH:9][N:8]2[CH:11]=[N:12][CH:13]=[C:7]2[C:6]=1[NH:24][C:17]1[CH:18]=[CH:19][C:20]([S:22][CH3:23])=[CH:21][C:16]=1[F:15])=[O:4]. Given the reactants [CH3:1][O:2][C:3]([C:5]1[CH:10]=[CH:9][N:8]2[CH:11]=[N:12][CH:13]=[C:7]2[C:6]=1Cl)=[O:4].[F:15][C:16]1[CH:21]=[C:20]([S:22][CH3:23])[CH:19]=[CH:18][C:17]=1[NH2:24].C1(P(C2CCCCC2)C2C=CC=CC=2C2C(OC(C)C)=CC=CC=2OC(C)C)CCCCC1.[O-]P([O-])([O-])=O.[K+].[K+].[K+], predict the reaction product.